Dataset: Peptide-MHC class I binding affinity with 185,985 pairs from IEDB/IMGT. Task: Regression. Given a peptide amino acid sequence and an MHC pseudo amino acid sequence, predict their binding affinity value. This is MHC class I binding data. (1) The peptide sequence is LFPELECFF. The MHC is BoLA-AW10 with pseudo-sequence YSEMYRERAGNFFVSNLYLWSMFYSMAEQNYRWY. The binding affinity (normalized) is 0.0641. (2) The peptide sequence is SMYTRLRQDT. The MHC is HLA-A02:02 with pseudo-sequence HLA-A02:02. The binding affinity (normalized) is 0.188. (3) The peptide sequence is LCYALDLLY. The MHC is HLA-A29:02 with pseudo-sequence HLA-A29:02. The binding affinity (normalized) is 0.866. (4) The peptide sequence is RVSENTGMGM. The MHC is HLA-A02:02 with pseudo-sequence HLA-A02:02. The binding affinity (normalized) is 0.378. (5) The peptide sequence is FPVRPQVPY. The MHC is HLA-B35:01 with pseudo-sequence HLA-B35:01. The binding affinity (normalized) is 0.631. (6) The peptide sequence is MVSKGWRLL. The MHC is Patr-B0101 with pseudo-sequence Patr-B0101. The binding affinity (normalized) is 0.331.